From a dataset of NCI-60 drug combinations with 297,098 pairs across 59 cell lines. Regression. Given two drug SMILES strings and cell line genomic features, predict the synergy score measuring deviation from expected non-interaction effect. (1) Drug 1: CS(=O)(=O)C1=CC(=C(C=C1)C(=O)NC2=CC(=C(C=C2)Cl)C3=CC=CC=N3)Cl. Drug 2: C1CC(=O)NC(=O)C1N2CC3=C(C2=O)C=CC=C3N. Cell line: MCF7. Synergy scores: CSS=8.32, Synergy_ZIP=1.17, Synergy_Bliss=5.93, Synergy_Loewe=5.56, Synergy_HSA=5.93. (2) Drug 1: C1CCC(C1)C(CC#N)N2C=C(C=N2)C3=C4C=CNC4=NC=N3. Drug 2: C#CCC(CC1=CN=C2C(=N1)C(=NC(=N2)N)N)C3=CC=C(C=C3)C(=O)NC(CCC(=O)O)C(=O)O. Cell line: MCF7. Synergy scores: CSS=0.823, Synergy_ZIP=-0.739, Synergy_Bliss=-1.07, Synergy_Loewe=-1.62, Synergy_HSA=-2.24. (3) Drug 1: C1CCN(CC1)CCOC2=CC=C(C=C2)C(=O)C3=C(SC4=C3C=CC(=C4)O)C5=CC=C(C=C5)O. Drug 2: COCCOC1=C(C=C2C(=C1)C(=NC=N2)NC3=CC=CC(=C3)C#C)OCCOC.Cl. Cell line: SNB-75. Synergy scores: CSS=10.4, Synergy_ZIP=-2.92, Synergy_Bliss=-0.463, Synergy_Loewe=0.618, Synergy_HSA=0.715. (4) Drug 1: CC1=C(C=C(C=C1)NC2=NC=CC(=N2)N(C)C3=CC4=NN(C(=C4C=C3)C)C)S(=O)(=O)N.Cl. Drug 2: C1=CC(=CC=C1CCCC(=O)O)N(CCCl)CCCl. Cell line: SK-OV-3. Synergy scores: CSS=28.7, Synergy_ZIP=3.36, Synergy_Bliss=6.02, Synergy_Loewe=3.52, Synergy_HSA=4.28. (5) Drug 1: CC12CCC3C(C1CCC2O)C(CC4=C3C=CC(=C4)O)CCCCCCCCCS(=O)CCCC(C(F)(F)F)(F)F. Drug 2: CCN(CC)CCCC(C)NC1=C2C=C(C=CC2=NC3=C1C=CC(=C3)Cl)OC. Cell line: MALME-3M. Synergy scores: CSS=3.09, Synergy_ZIP=-2.05, Synergy_Bliss=-0.897, Synergy_Loewe=-2.02, Synergy_HSA=-2.12. (6) Drug 1: C1CC(C1)(C(=O)O)C(=O)O.[NH2-].[NH2-].[Pt+2]. Drug 2: C1CN1C2=NC(=NC(=N2)N3CC3)N4CC4. Cell line: RPMI-8226. Synergy scores: CSS=45.9, Synergy_ZIP=-5.24, Synergy_Bliss=-4.22, Synergy_Loewe=-0.343, Synergy_HSA=0.972.